From a dataset of Forward reaction prediction with 1.9M reactions from USPTO patents (1976-2016). Predict the product of the given reaction. (1) The product is: [Cl:32][CH2:31][C:30]1[O:25][C:24]([C:4]2[CH:5]=[C:6]3[C:10](=[C:2]([CH3:1])[CH:3]=2)[C:9](=[O:11])[N:8]([CH2:12][C:13]2[CH:18]=[CH:17][C:16]([O:19][C:20]([F:21])([F:22])[F:23])=[CH:15][CH:14]=2)[CH2:7]3)=[N:26][N:27]=1. Given the reactants [CH3:1][C:2]1[CH:3]=[C:4]([C:24]([NH:26][NH2:27])=[O:25])[CH:5]=[C:6]2[C:10]=1[C:9](=[O:11])[N:8]([CH2:12][C:13]1[CH:18]=[CH:17][C:16]([O:19][C:20]([F:23])([F:22])[F:21])=[CH:15][CH:14]=1)[CH2:7]2.CO[C:30](OC)(OC)[CH2:31][Cl:32], predict the reaction product. (2) The product is: [C:4]([Si:1]([CH3:3])([CH3:2])[O:8][CH2:9][CH2:10][C@@H:11]([OH:12])[CH2:13][NH:14][C:15]1[CH:16]=[CH:17][C:18]2[S:23][CH2:22][C:21](=[O:24])[NH:20][C:19]=2[CH:25]=1)([CH3:7])([CH3:6])[CH3:5]. Given the reactants [Si:1]([O:8][CH2:9][CH2:10][C@@H:11]1[CH2:13][O:12]1)([C:4]([CH3:7])([CH3:6])[CH3:5])([CH3:3])[CH3:2].[NH2:14][C:15]1[CH:16]=[CH:17][C:18]2[S:23][CH2:22][C:21](=[O:24])[NH:20][C:19]=2[CH:25]=1, predict the reaction product. (3) Given the reactants [CH2:1]([O:8][C:9]1[CH:30]=[C:29]([O:31][CH2:32][O:33][CH2:34][CH3:35])[C:28]([CH:36]([CH3:38])[CH3:37])=[CH:27][C:10]=1/[CH:11]=[N:12]/[NH:13][C:14]([NH:16][C:17]1[CH:18]=[C:19]2[C:23](=[CH:24][CH:25]=1)[N:22]([CH3:26])[CH:21]=[CH:20]2)=[O:15])[C:2]1[CH:7]=[CH:6][CH:5]=[CH:4][CH:3]=1.[OH-].[Na+], predict the reaction product. The product is: [CH2:1]([O:8][C:9]1[CH:30]=[C:29]([O:31][CH2:32][O:33][CH2:34][CH3:35])[C:28]([CH:36]([CH3:37])[CH3:38])=[CH:27][C:10]=1[C:11]1[N:16]([C:17]2[CH:18]=[C:19]3[C:23](=[CH:24][CH:25]=2)[N:22]([CH3:26])[CH:21]=[CH:20]3)[C:14](=[O:15])[NH:13][N:12]=1)[C:2]1[CH:7]=[CH:6][CH:5]=[CH:4][CH:3]=1. (4) The product is: [CH2:1]([C:5]1[S:9][C:8]([NH:10][C:11](=[O:22])[C:12]2[CH:17]=[CH:16][C:15]([OH:18])=[C:14]([OH:20])[CH:13]=2)=[N:7][C:6]=1[C:23]1[CH:24]=[CH:25][C:26]([OH:29])=[CH:27][CH:28]=1)[CH2:2][CH2:3][CH3:4]. Given the reactants [CH2:1]([C:5]1[S:9][C:8]([NH:10][C:11](=[O:22])[C:12]2[CH:17]=[CH:16][C:15]([O:18]C)=[C:14]([O:20]C)[CH:13]=2)=[N:7][C:6]=1[C:23]1[CH:28]=[CH:27][C:26]([O:29]C)=[CH:25][CH:24]=1)[CH2:2][CH2:3][CH3:4].B(Br)(Br)Br, predict the reaction product.